This data is from Reaction yield outcomes from USPTO patents with 853,638 reactions. The task is: Predict the reaction yield, written as a fraction of the theoretical maximum amount of product (1.0 means a 100% yield; for example, 0.34 means a 34% yield). (1) The reactants are CC([Si](C)(C)[O:6][C@H:7]1[C@@H:12]([N:13]2[CH2:17][CH2:16][CH2:15][C:14]2=[O:18])[CH2:11][CH2:10][NH:9][CH2:8]1)(C)C.[C:21]([OH:27])([C:23]([F:26])([F:25])[F:24])=[O:22].CO. The catalyst is ClCCCl. The product is [OH:27][C:21]([C:23]([F:26])([F:25])[F:24])=[O:22].[OH:6][C@H:7]1[C@@H:12]([N:13]2[CH2:17][CH2:16][CH2:15][C:14]2=[O:18])[CH2:11][CH2:10][NH:9][CH2:8]1. The yield is 1.00. (2) The reactants are Br[C:2]1[CH:12]=[CH:11][C:5]2[N:6]([CH3:10])[CH2:7][CH2:8][O:9][C:4]=2[CH:3]=1.C([Li])CCC.B(OC)(OC)[O:19]C.OO. The catalyst is O1CCCC1. The product is [CH3:10][N:6]1[CH2:7][CH2:8][O:9][C:4]2[CH:3]=[C:2]([OH:19])[CH:12]=[CH:11][C:5]1=2. The yield is 0.890. (3) The reactants are [NH:1]1[C:9]2[C:4](=[CH:5][CH:6]=[CH:7][N:8]=2)[CH:3]=[CH:2]1.ClC1C=C(C=CC=1)C(OO)=[O:15]. The catalyst is C(OCC)(=O)C. The product is [N+:1]1([O-:15])[CH:2]=[CH:3][C:4]2[C:9]=1[NH:8][CH:7]=[CH:6][CH:5]=2. The yield is 0.800.